Dataset: Forward reaction prediction with 1.9M reactions from USPTO patents (1976-2016). Task: Predict the product of the given reaction. (1) Given the reactants [C:1]([C:4]1[CH:5]=[CH:6][C:7]([N:10]2[CH:14]=[CH:13][N:12]=[N:11]2)=[N:8][CH:9]=1)(=[O:3])[CH3:2].[Br:15][Si](C)(C)C.O, predict the reaction product. The product is: [Br:15][CH2:2][C:1]([C:4]1[CH:5]=[CH:6][C:7]([N:10]2[CH:14]=[CH:13][N:12]=[N:11]2)=[N:8][CH:9]=1)=[O:3]. (2) The product is: [CH2:1]([N:8]([CH2:27][C@H:28]1[CH2:37][CH2:36][C:35]2[C:30](=[CH:31][CH:32]=[C:33]([N:38]([CH3:49])[C:39]3[CH:40]=[CH:41][C:42]([C:43]([O:45][CH3:46])=[O:44])=[CH:47][CH:48]=3)[CH:34]=2)[O:29]1)[CH2:9][C@H:10]([O:19][Si:20]([C:23]([CH3:24])([CH3:25])[CH3:26])([CH3:22])[CH3:21])[CH2:11][O:12][C:13]1[CH:14]=[CH:15][CH:16]=[CH:17][CH:18]=1)[C:2]1[CH:7]=[CH:6][CH:5]=[CH:4][CH:3]=1. Given the reactants [CH2:1]([N:8]([CH2:27][C@H:28]1[CH2:37][CH2:36][C:35]2[C:30](=[CH:31][CH:32]=[C:33]([NH:38][C:39]3[CH:48]=[CH:47][C:42]([C:43]([O:45][CH3:46])=[O:44])=[CH:41][CH:40]=3)[CH:34]=2)[O:29]1)[CH2:9][C@H:10]([O:19][Si:20]([C:23]([CH3:26])([CH3:25])[CH3:24])([CH3:22])[CH3:21])[CH2:11][O:12][C:13]1[CH:18]=[CH:17][CH:16]=[CH:15][CH:14]=1)[C:2]1[CH:7]=[CH:6][CH:5]=[CH:4][CH:3]=1.[CH3:49]I.[H-].[Na+], predict the reaction product. (3) Given the reactants [Zn](CC)[CH2:2]C.FC(F)(F)C(O)=O.[Cl:13][C:14]1[CH:19]=[CH:18][CH:17]=[C:16]([Cl:20])[C:15]=1/[CH:21]=[CH:22]/[B:23]1[O:27][C:26]([CH3:29])([CH3:28])[C:25]([CH3:31])([CH3:30])[O:24]1, predict the reaction product. The product is: [Cl:20][C:16]1[CH:17]=[CH:18][CH:19]=[C:14]([Cl:13])[C:15]=1[CH:21]1[CH2:2][CH:22]1[B:23]1[O:27][C:26]([CH3:29])([CH3:28])[C:25]([CH3:31])([CH3:30])[O:24]1.